Regression. Given a peptide amino acid sequence and an MHC pseudo amino acid sequence, predict their binding affinity value. This is MHC class I binding data. From a dataset of Peptide-MHC class I binding affinity with 185,985 pairs from IEDB/IMGT. (1) The peptide sequence is VNPTLEEMLT. The MHC is Mamu-A01 with pseudo-sequence Mamu-A01. The binding affinity (normalized) is 0.688. (2) The binding affinity (normalized) is 0.0847. The MHC is HLA-C06:02 with pseudo-sequence HLA-C06:02. The peptide sequence is LEYFQFVKKLL. (3) The binding affinity (normalized) is 0.193. The peptide sequence is GLYSSTVPV. The MHC is HLA-B18:01 with pseudo-sequence HLA-B18:01. (4) The peptide sequence is ALYEQVVMDY. The MHC is HLA-A11:01 with pseudo-sequence HLA-A11:01. The binding affinity (normalized) is 0.248. (5) The peptide sequence is RELYYRLKF. The MHC is HLA-B15:17 with pseudo-sequence HLA-B15:17. The binding affinity (normalized) is 0.0847. (6) The binding affinity (normalized) is 1.00. The peptide sequence is CLMTYSHHA. The MHC is HLA-A02:01 with pseudo-sequence HLA-A02:01. (7) The peptide sequence is TPPVDRMAV. The MHC is HLA-B15:01 with pseudo-sequence HLA-B15:01. The binding affinity (normalized) is 0.00194.